Dataset: NCI-60 drug combinations with 297,098 pairs across 59 cell lines. Task: Regression. Given two drug SMILES strings and cell line genomic features, predict the synergy score measuring deviation from expected non-interaction effect. Drug 1: C1=CC(=CC=C1CC(C(=O)O)N)N(CCCl)CCCl.Cl. Drug 2: CC1=C2C(C(=O)C3(C(CC4C(C3C(C(C2(C)C)(CC1OC(=O)C(C(C5=CC=CC=C5)NC(=O)C6=CC=CC=C6)O)O)OC(=O)C7=CC=CC=C7)(CO4)OC(=O)C)O)C)OC(=O)C. Cell line: NCI-H522. Synergy scores: CSS=40.9, Synergy_ZIP=-6.18, Synergy_Bliss=-8.91, Synergy_Loewe=-33.0, Synergy_HSA=-5.91.